Dataset: Experimentally validated miRNA-target interactions with 360,000+ pairs, plus equal number of negative samples. Task: Binary Classification. Given a miRNA mature sequence and a target amino acid sequence, predict their likelihood of interaction. (1) The miRNA is hsa-miR-129-5p with sequence CUUUUUGCGGUCUGGGCUUGC. The protein sequence of the target gene is MGFLSPIYVIFFFFGVKVHCQYETYQWDEDYDQEPDDDYQTGFPFRQNVDYGVPFHQYTLGCVSECFCPTNFPSSMYCDNRKLKTIPNIPMHIQQLYLQFNEIEAVTANSFINATHLKEINLSHNKIKSQKIDYGVFAKLPNLLQLHLEHNNLEEFPFPLPKSLERLLLGYNEISKLQTNAMDGLVNLTMLDLCYNYLHDSLLKDKIFAKMEKLMQLNLCSNRLESMPPGLPSSLMYLSLENNSISSIPEKYFDKLPKLHTLRMSHNKLQDIPYNIFNLPNIVELSVGHNKLKQAFYIPR.... Result: 1 (interaction). (2) The miRNA is ath-miR167a-5p with sequence UGAAGCUGCCAGCAUGAUCUA. The protein sequence of the target gene is MDPSDFPSPFDPLTLPEKPLAGDLPVDMEFGEDLLESQTAPSRGWAPPGPSPSSGALDLLDTPSGLEKDPGGVLDGATELLGLGGLLYKAPSPPEVDHGPEGTLAWDSGEQTLEPGPGCQTPEVMPPDPGAGASPPSPEGLLEPLAPDSPIILESPHIEEEIPPLATRRRGSPGQEEEHTQGQPQSPNAPPSPSVGETLGDGINSSQSKPGVCTPTAHPSLPGDGLTGKEIEKPPERVQKRSERVRRAEPPKPEVVDSTESIPVSDEDSDAMVDDPNDEDFVPFRPRRSPRMSLRSSMAQ.... Result: 0 (no interaction). (3) The miRNA is hsa-miR-4694-3p with sequence CAAAUGGACAGGAUAACACCU. The protein sequence of the target gene is MEASAAEQPSSPPPPLGDHCIHDGDFVVLKREDVFKAVQVQRRKKVTFEKQWFYLDNAIGHSYGSAFDVSSGGSLQLRKKLEEPASETKEAGTDNRNIVDDGKSQKLTQDDIKALKDKGIKGEEIVQQLIENSTTFRDKTEFAQDKYIKKKKKKYEAIVTILKPSTRILSIMYYAREPGKINHMRYDTLAQMLTLGNIRAGNKMIVMETCSGLVLGAMMERMGGFGSIIQLYPGDGPVRAATACFGFPKSFLSGLYEFPLNKVNSLLNGTFSAEMLSSEPKDSTPVEESNGELEEKEIAE.... Result: 0 (no interaction).